This data is from Catalyst prediction with 721,799 reactions and 888 catalyst types from USPTO. The task is: Predict which catalyst facilitates the given reaction. (1) The catalyst class is: 137. Product: [F:18][C:14]1[CH:13]=[C:12]2[C:17](=[CH:16][CH:15]=1)[N:8]([CH:6]=[O:5])[CH2:9][CH2:10][CH2:11]2. Reactant: C([O:5][C:6]([N:8]1[C:17]2[C:12](=[CH:13][C:14]([F:18])=[CH:15][CH:16]=2)[CH2:11][CH2:10][CH2:9]1)=O)(C)(C)C.C(O)=O.C(OC(=O)C)(=O)C. (2) Reactant: [CH:1]1([C:6](Cl)=[O:7])[CH2:5][CH2:4][CH2:3][CH2:2]1.[NH2:9][C:10]1[C:19]2[C:14](=[CH:15][C:16]([O:22][CH3:23])=[C:17]([O:20][CH3:21])[CH:18]=2)[N:13]=[C:12]([N:24]2[CH2:29][CH2:28][NH:27][CH2:26][CH2:25]2)[N:11]=1. Product: [NH2:9][C:10]1[C:19]2[C:14](=[CH:15][C:16]([O:22][CH3:23])=[C:17]([O:20][CH3:21])[CH:18]=2)[N:13]=[C:12]([N:24]2[CH2:29][CH2:28][N:27]([C:6]([CH:1]3[CH2:5][CH2:4][CH2:3][CH2:2]3)=[O:7])[CH2:26][CH2:25]2)[N:11]=1. The catalyst class is: 5. (3) Reactant: [NH2:1][C:2]1[CH:11]=[C:10]([Cl:12])[C:9](Br)=[CH:8][C:3]=1[C:4]([O:6][CH3:7])=[O:5].[Cl:14][C:15]1[CH:20]=[CH:19][CH:18]=[CH:17][C:16]=1B(O)O.C([O-])([O-])=O.[Na+].[Na+]. Product: [NH2:1][C:2]1[CH:11]=[C:10]([Cl:12])[C:9]([C:16]2[CH:17]=[CH:18][CH:19]=[CH:20][C:15]=2[Cl:14])=[CH:8][C:3]=1[C:4]([O:6][CH3:7])=[O:5]. The catalyst class is: 70.